This data is from Catalyst prediction with 721,799 reactions and 888 catalyst types from USPTO. The task is: Predict which catalyst facilitates the given reaction. (1) Reactant: [Br:1][C:2]1[CH:3]=[N:4][C:5](Cl)=[N:6][CH:7]=1.[C:9]([O:13][C:14](=[O:28])[NH:15][C@@H:16]1[C@@H:20]([N:21]2[CH2:26][CH2:25][CH2:24][CH2:23][C:22]2=[O:27])[CH2:19][NH:18][CH2:17]1)([CH3:12])([CH3:11])[CH3:10]. Product: [C:9]([O:13][C:14](=[O:28])[NH:15][C@@H:16]1[C@@H:20]([N:21]2[CH2:26][CH2:25][CH2:24][CH2:23][C:22]2=[O:27])[CH2:19][N:18]([C:5]2[N:4]=[CH:3][C:2]([Br:1])=[CH:7][N:6]=2)[CH2:17]1)([CH3:12])([CH3:10])[CH3:11]. The catalyst class is: 25. (2) Reactant: O[CH2:2][C:3]1[CH:20]=[CH:19][C:6]2/[C:7](=[CH:16]/[C:17]#[N:18])/[C:8]3[CH:15]=[CH:14][CH:13]=[CH:12][C:9]=3[CH2:10][CH2:11][C:5]=2[CH:4]=1.[Cl:21][C:22]1[N:27]=[C:26]2[NH:28][C:29]([CH2:31][CH3:32])=[N:30][C:25]2=[C:24]([CH3:33])[CH:23]=1.C1(P(C2C=CC=CC=2)C2C=CC=CC=2)C=CC=CC=1.N(C(OC(C)(C)C)=O)=NC(OC(C)(C)C)=O. Product: [Cl:21][C:22]1[N:27]=[C:26]2[N:28]([CH2:2][C:3]3[CH:20]=[CH:19][C:6]4/[C:7](=[CH:16]/[C:17]#[N:18])/[C:8]5[CH:15]=[CH:14][CH:13]=[CH:12][C:9]=5[CH2:10][CH2:11][C:5]=4[CH:4]=3)[C:29]([CH2:31][CH3:32])=[N:30][C:25]2=[C:24]([CH3:33])[CH:23]=1. The catalyst class is: 1. (3) Reactant: [CH3:1][O:2][C:3]([C:5]1[S:6][C:7]([S:21][CH3:22])=[C:8]([S:10]([C:13]2[CH:14]=[N:15][C:16](Cl)=[C:17]([Br:19])[CH:18]=2)(=[O:12])=[O:11])[CH:9]=1)=[O:4].[CH:23]([N:26](C(C)C)CC)(C)C.[CH2:32]1[CH2:36][O:35][CH2:34][CH2:33]1.CN(C=O)C. Product: [CH3:1][O:2][C:3]([C:5]1[S:6][C:7]([S:21][CH3:22])=[C:8]([S:10]([C:13]2[CH:14]=[N:15][C:16]([NH:26][CH2:23][CH:34]3[CH2:33][CH2:32][CH2:36][O:35]3)=[C:17]([Br:19])[CH:18]=2)(=[O:12])=[O:11])[CH:9]=1)=[O:4]. The catalyst class is: 25. (4) The catalyst class is: 10. Product: [NH2:74][C:56]1[N:57]=[CH:58][C:59]([C:61]2[N:65]([CH2:66][CH3:67])[N:64]=[C:63]([CH:68]3[CH2:69][CH2:70][N:71]([C:34](=[O:36])[CH2:33][CH2:32][O:31][CH:26]4[CH2:27][CH2:28][CH2:29][CH2:30][O:25]4)[CH2:72][CH2:73]3)[N:62]=2)=[N:60][C:55]=1[C:53]1[O:54][C:50]([C:46]([CH3:47])([CH3:48])[CH3:49])=[N:51][N:52]=1. Reactant: F[P-](F)(F)(F)(F)F.N1(OC(N(C)C)=[N+](C)C)C2N=CC=CC=2N=N1.[O:25]1[CH2:30][CH2:29][CH2:28][CH2:27][CH:26]1[O:31][CH2:32][CH2:33][C:34]([OH:36])=O.C(N(C(C)C)C(C)C)C.[C:46]([C:50]1[O:54][C:53]([C:55]2[C:56]([NH2:74])=[N:57][CH:58]=[C:59]([C:61]3[N:65]([CH2:66][CH3:67])[N:64]=[C:63]([CH:68]4[CH2:73][CH2:72][NH:71][CH2:70][CH2:69]4)[N:62]=3)[N:60]=2)=[N:52][N:51]=1)([CH3:49])([CH3:48])[CH3:47]. (5) Reactant: Cl.[NH2:2][C:3]1[C:4]2[C:14]([O:15][CH2:16][C@H:17]3[CH2:22][CH2:21][CH2:20][CH2:19][NH:18]3)=[CH:13][CH:12]=[CH:11][C:5]=2[NH:6][S:7](=[O:10])(=[O:9])[N:8]=1.C(N(CC)CC)C.[CH3:30][CH:31]([CH3:36])[CH2:32][C:33](O)=[O:34].CCN=C=NCCCN(C)C.Cl.C1C=CC2N(O)N=NC=2C=1. Product: [NH2:2][C:3]1[C:4]2[C:14]([O:15][CH2:16][C@H:17]3[CH2:22][CH2:21][CH2:20][CH2:19][N:18]3[C:33](=[O:34])[CH2:32][CH:31]([CH3:36])[CH3:30])=[CH:13][CH:12]=[CH:11][C:5]=2[NH:6][S:7](=[O:9])(=[O:10])[N:8]=1. The catalyst class is: 3. (6) Reactant: [NH2:1][C@H:2]([C:14]#[N:15])[CH2:3][C:4]([O:6][CH2:7][C:8]1[CH:13]=[CH:12][CH:11]=[CH:10][CH:9]=1)=[O:5].CCN(CC)CC.[F:23][C:24]([F:52])([F:51])[C@@H:25]([NH:42][C@H:43]([C:48](O)=[O:49])[CH2:44][CH:45]([CH3:47])[CH3:46])[C:26]1[CH:31]=[CH:30][C:29]([C:32]2[CH:37]=[CH:36][C:35]([S:38]([CH3:41])(=[O:40])=[O:39])=[CH:34][CH:33]=2)=[CH:28][CH:27]=1.CN(C(ON1N=NC2C=CC=NC1=2)=[N+](C)C)C.F[P-](F)(F)(F)(F)F. Product: [C:14]([C@@H:2]([NH:1][C:48](=[O:49])[C@H:43]([CH2:44][CH:45]([CH3:46])[CH3:47])[NH:42][C@@H:25]([C:26]1[CH:27]=[CH:28][C:29]([C:32]2[CH:37]=[CH:36][C:35]([S:38]([CH3:41])(=[O:39])=[O:40])=[CH:34][CH:33]=2)=[CH:30][CH:31]=1)[C:24]([F:51])([F:52])[F:23])[CH2:3][C:4]([O:6][CH2:7][C:8]1[CH:13]=[CH:12][CH:11]=[CH:10][CH:9]=1)=[O:5])#[N:15]. The catalyst class is: 3. (7) Reactant: [CH3:1][N:2]([CH2:4][C:5]1[CH:6]=[CH:7][C:8]([C:11]2([OH:21])[CH2:20][CH2:19][C:14]3(OCC[O:15]3)[CH2:13][CH2:12]2)=[N:9][CH:10]=1)[CH3:3].Cl.C([O-])(O)=O.[Na+]. Product: [CH3:3][N:2]([CH2:4][C:5]1[CH:6]=[CH:7][C:8]([C:11]2([OH:21])[CH2:20][CH2:19][C:14](=[O:15])[CH2:13][CH2:12]2)=[N:9][CH:10]=1)[CH3:1]. The catalyst class is: 1.